From a dataset of Full USPTO retrosynthesis dataset with 1.9M reactions from patents (1976-2016). Predict the reactants needed to synthesize the given product. (1) Given the product [F:19][C:20]1[CH:21]=[C:22]([NH:32][C:33]([CH:35]2[CH2:36][CH2:37][CH2:38][CH2:39]2)=[O:34])[CH:23]=[CH:24][C:25]=1[N:26]1[CH2:31][CH2:30][N:29]([CH:8]([C:9]2[O:10][CH:11]=[CH:12][N:13]=2)[C:5]2[CH:6]=[CH:7][CH:2]=[CH:3][CH:4]=2)[CH2:28][CH2:27]1, predict the reactants needed to synthesize it. The reactants are: F[C:2]1[CH:7]=[CH:6][C:5]([CH:8](OS(C)(=O)=O)[C:9]2[O:10][CH:11]=[CH:12][N:13]=2)=[CH:4][CH:3]=1.[F:19][C:20]1[CH:21]=[C:22]([NH:32][C:33]([CH:35]2[CH2:39][CH2:38][CH2:37][CH2:36]2)=[O:34])[CH:23]=[CH:24][C:25]=1[N:26]1[CH2:31][CH2:30][NH:29][CH2:28][CH2:27]1. (2) Given the product [CH3:1][C:2]1([CH3:14])[CH2:3][O:4][C:5]2([CH2:8][CH2:9][CH:10]([OH:13])[CH2:11][CH2:12]2)[O:6][CH2:7]1, predict the reactants needed to synthesize it. The reactants are: [CH3:1][C:2]1([CH3:14])[CH2:7][O:6][C:5]2([CH2:12][CH2:11][C:10](=[O:13])[CH2:9][CH2:8]2)[O:4][CH2:3]1.[BH4-]. (3) Given the product [CH3:1][O:2][C:3](=[O:12])[C:4]1[CH:9]=[CH:8][CH:7]=[C:6]([CH2:10][NH:11][S:20]([C:17]2[CH:18]=[CH:19][C:14]([Br:13])=[CH:15][CH:16]=2)(=[O:22])=[O:21])[CH:5]=1, predict the reactants needed to synthesize it. The reactants are: [CH3:1][O:2][C:3](=[O:12])[C:4]1[CH:9]=[CH:8][CH:7]=[C:6]([CH2:10][NH2:11])[CH:5]=1.[Br:13][C:14]1[CH:19]=[CH:18][C:17]([S:20](Cl)(=[O:22])=[O:21])=[CH:16][CH:15]=1.N1C=CC=CC=1. (4) Given the product [Br:1][C:2]1[C:10]2[N:9]=[C:8]([N:11]3[CH2:12][CH2:13][N:14]([C:17]4[C:22]([C:23]([F:24])([F:25])[F:26])=[CH:21][CH:20]=[CH:19][N:18]=4)[CH2:15][CH2:16]3)[N:7]([CH2:36][O:35][CH2:34][CH2:33][Si:32]([CH3:39])([CH3:38])[CH3:31])[C:6]=2[CH:5]=[C:4]([C:27]([F:30])([F:28])[F:29])[CH:3]=1, predict the reactants needed to synthesize it. The reactants are: [Br:1][C:2]1[C:10]2[N:9]=[C:8]([N:11]3[CH2:16][CH2:15][N:14]([C:17]4[C:22]([C:23]([F:26])([F:25])[F:24])=[CH:21][CH:20]=[CH:19][N:18]=4)[CH2:13][CH2:12]3)[NH:7][C:6]=2[CH:5]=[C:4]([C:27]([F:30])([F:29])[F:28])[CH:3]=1.[CH3:31][Si:32]([CH3:39])([CH3:38])[CH2:33][CH2:34][O:35][CH2:36]Cl.